From a dataset of Peptide-MHC class I binding affinity with 185,985 pairs from IEDB/IMGT. Regression. Given a peptide amino acid sequence and an MHC pseudo amino acid sequence, predict their binding affinity value. This is MHC class I binding data. The peptide sequence is AAERGPGQML. The MHC is HLA-A01:01 with pseudo-sequence HLA-A01:01. The binding affinity (normalized) is 0.